Dataset: Forward reaction prediction with 1.9M reactions from USPTO patents (1976-2016). Task: Predict the product of the given reaction. (1) Given the reactants [Cl:1][C:2]1[CH:7]=[CH:6][C:5]([C:8]([C:10]2[N:18]3[C:13]([CH:14]=[C:15]([OH:19])[CH:16]=[CH:17]3)=[C:12]([C:20](=[O:25])[C:21]([CH3:24])([CH3:23])[CH3:22])[C:11]=2[CH2:26][C:27]([CH3:34])([CH3:33])[C:28]([O:30][CH2:31][CH3:32])=[O:29])=[O:9])=[CH:4][CH:3]=1.[CH3:35][O:36][C:37]1[N:42]=[C:41]([CH2:43]O)[CH:40]=[CH:39][CH:38]=1.C1(P(C2C=CC=CC=2)C2C=CC=CC=2)C=CC=CC=1.CC(OC(/N=N/C(OC(C)C)=O)=O)C, predict the reaction product. The product is: [Cl:1][C:2]1[CH:3]=[CH:4][C:5]([C:8]([C:10]2[N:18]3[C:13]([CH:14]=[C:15]([O:19][CH2:43][C:41]4[CH:40]=[CH:39][CH:38]=[C:37]([O:36][CH3:35])[N:42]=4)[CH:16]=[CH:17]3)=[C:12]([C:20](=[O:25])[C:21]([CH3:23])([CH3:24])[CH3:22])[C:11]=2[CH2:26][C:27]([CH3:33])([CH3:34])[C:28]([O:30][CH2:31][CH3:32])=[O:29])=[O:9])=[CH:6][CH:7]=1. (2) Given the reactants [Cl:1][C:2]1[C:3]([NH:15][CH:16]2[CH2:33][CH2:32][C:19]3([CH2:24][CH2:23][N:22](C(OC(C)(C)C)=O)[CH2:21][CH2:20]3)[CH2:18][CH2:17]2)=[N:4][C:5]([NH:8][C:9]2[CH:10]=[N:11][N:12]([CH3:14])[CH:13]=2)=[N:6][CH:7]=1.Cl.CCOC(C)=O, predict the reaction product. The product is: [Cl:1][C:2]1[C:3]([NH:15][CH:16]2[CH2:33][CH2:32][C:19]3([CH2:24][CH2:23][NH:22][CH2:21][CH2:20]3)[CH2:18][CH2:17]2)=[N:4][C:5]([NH:8][C:9]2[CH:10]=[N:11][N:12]([CH3:14])[CH:13]=2)=[N:6][CH:7]=1. (3) Given the reactants [C:1]([O:5][C:6](=[O:19])[NH:7][C:8]1[CH:13]=[C:12]([CH:14]([F:16])[F:15])[CH:11]=[C:10]([Br:17])[C:9]=1[Cl:18])([CH3:4])([CH3:3])[CH3:2].C[Si]([N-][Si](C)(C)C)(C)C.[Na+].[CH3:30][O:31][C:32]1[CH:39]=[CH:38][C:35]([CH2:36]Cl)=[CH:34][CH:33]=1.[Li+].[Cl-], predict the reaction product. The product is: [C:1]([O:5][C:6](=[O:19])[N:7]([C:8]1[CH:13]=[C:12]([CH:14]([F:16])[F:15])[CH:11]=[C:10]([Br:17])[C:9]=1[Cl:18])[CH2:36][C:35]1[CH:38]=[CH:39][C:32]([O:31][CH3:30])=[CH:33][CH:34]=1)([CH3:4])([CH3:2])[CH3:3]. (4) Given the reactants Br[C:2]1[C:3]([CH3:9])=[N:4][C:5]([CH3:8])=[CH:6][CH:7]=1.C([Li])CCC.C(O[B:19]1[O:23][C:22]([CH3:25])([CH3:24])[C:21]([CH3:27])([CH3:26])[O:20]1)(C)C, predict the reaction product. The product is: [CH3:9][C:3]1[C:2]([B:19]2[O:23][C:22]([CH3:25])([CH3:24])[C:21]([CH3:27])([CH3:26])[O:20]2)=[CH:7][CH:6]=[C:5]([CH3:8])[N:4]=1.